From a dataset of Full USPTO retrosynthesis dataset with 1.9M reactions from patents (1976-2016). Predict the reactants needed to synthesize the given product. (1) Given the product [CH3:15][C:9]1([CH3:16])[CH2:8][CH2:7][O:6][NH:5][C:11](=[O:12])[CH2:10]1, predict the reactants needed to synthesize it. The reactants are: C[Al](C)C.[NH2:5][O:6][CH2:7][CH2:8][C:9]([CH3:16])([CH3:15])[CH2:10][C:11](OC)=[O:12].CC(C)=O.O. (2) Given the product [CH2:1]1[C:6]2([CH2:11][CH2:10][CH2:9][CH2:8][CH2:7]2)[CH2:5][CH2:4][NH:3][CH2:2]1, predict the reactants needed to synthesize it. The reactants are: [CH2:1]1[C:6]2([CH2:11][CH2:10][CH2:9][CH2:8][CH2:7]2)[CH2:5][C:4](=O)[NH:3][C:2]1=O. (3) Given the product [OH:31][C:28]([C:34]1[CH:35]=[CH:36][CH:37]=[CH:38][CH:39]=1)([C:7]1[CH:12]=[CH:11][CH:10]=[CH:9][CH:8]=1)[CH:23]1[CH2:22][CH2:21][N:20]([CH2:2][CH2:3][CH2:4][C:5]([C:7]2[CH:12]=[CH:11][C:10]([C:13]([CH3:19])([CH3:18])[C:14]([O:16][CH3:17])=[O:15])=[CH:9][CH:8]=2)=[O:6])[CH2:25][CH2:24]1, predict the reactants needed to synthesize it. The reactants are: I[CH2:2][CH2:3][CH2:4][C:5]([C:7]1[CH:12]=[CH:11][C:10]([C:13]([CH3:19])([CH3:18])[C:14]([O:16][CH3:17])=[O:15])=[CH:9][CH:8]=1)=[O:6].[N:20]1(CO)[CH2:25][CH2:24][CH2:23][CH2:22][CH2:21]1.[C:28]([O-:31])([O-])=O.[K+].[K+].[C:34]1(C)[CH:39]=[CH:38][CH:37]=[CH:36][CH:35]=1. (4) Given the product [I:24][C:10]1[C:9]([CH:6]([CH3:8])[CH3:7])=[CH:15][C:14]([Br:16])=[CH:13][C:12]=1[CH:17]([CH3:19])[CH3:18], predict the reactants needed to synthesize it. The reactants are: OS(O)(=O)=O.[CH:6]([C:9]1[CH:15]=[C:14]([Br:16])[CH:13]=[C:12]([CH:17]([CH3:19])[CH3:18])[C:10]=1N)([CH3:8])[CH3:7].N([O-])=O.[Na+].[I-:24].[K+]. (5) Given the product [NH2:12][C:5]1[C:6]([C:8]([O:10][CH3:11])=[O:9])=[N:7][CH:2]=[N:3][C:4]=1[CH:15]([CH3:17])[CH3:16], predict the reactants needed to synthesize it. The reactants are: Cl[C:2]1[N:7]=[C:6]([C:8]([O:10][CH3:11])=[O:9])[C:5]([N+:12]([O-])=O)=[C:4]([C:15]([CH3:17])=[CH2:16])[N:3]=1. (6) Given the product [NH2:14][C:15]1[CH:16]=[CH:17][C:18]([F:32])=[C:19]([C@:21]2([CH3:31])[C:27]([F:28])([F:29])[CH2:26][O:25][CH2:24][C:23](=[O:30])[NH:22]2)[CH:20]=1, predict the reactants needed to synthesize it. The reactants are: C(=[N:14][C:15]1[CH:16]=[CH:17][C:18]([F:32])=[C:19]([C@:21]2([CH3:31])[C:27]([F:29])([F:28])[CH2:26][O:25][CH2:24][C:23](=[O:30])[NH:22]2)[CH:20]=1)(C1C=CC=CC=1)C1C=CC=CC=1.Cl.C([O-])(O)=O.[Na+].